From a dataset of Peptide-MHC class I binding affinity with 185,985 pairs from IEDB/IMGT. Regression. Given a peptide amino acid sequence and an MHC pseudo amino acid sequence, predict their binding affinity value. This is MHC class I binding data. (1) The peptide sequence is HRQGWARAM. The MHC is HLA-B08:01 with pseudo-sequence HLA-B08:01. The binding affinity (normalized) is 0.0847. (2) The peptide sequence is NMLSTVLGV. The MHC is HLA-A02:02 with pseudo-sequence HLA-A02:02. The binding affinity (normalized) is 0.533. (3) The peptide sequence is VILGVLLLI. The MHC is HLA-A02:01 with pseudo-sequence HLA-A02:01. The binding affinity (normalized) is 0.529. (4) The peptide sequence is TVKSMILHEI. The MHC is HLA-B45:01 with pseudo-sequence HLA-B45:01. The binding affinity (normalized) is 0.00480. (5) The peptide sequence is DTEFINKFL. The MHC is HLA-A02:02 with pseudo-sequence HLA-A02:02. The binding affinity (normalized) is 0.176.